Dataset: TCR-epitope binding with 47,182 pairs between 192 epitopes and 23,139 TCRs. Task: Binary Classification. Given a T-cell receptor sequence (or CDR3 region) and an epitope sequence, predict whether binding occurs between them. (1) The epitope is SEPVLKGVKL. The TCR CDR3 sequence is CASSYGTEQPQHF. Result: 0 (the TCR does not bind to the epitope). (2) The epitope is TLVPQEHYV. The TCR CDR3 sequence is CSASIGGLAGYWDTDTQYF. Result: 0 (the TCR does not bind to the epitope). (3) The epitope is SSTFNVPMEKLK. The TCR CDR3 sequence is CASSPTRNTEAFF. Result: 0 (the TCR does not bind to the epitope). (4) The epitope is QASQEVKNW. The TCR CDR3 sequence is CATSEAANTGELFF. Result: 1 (the TCR binds to the epitope). (5) The epitope is SFHSLHLLF. The TCR CDR3 sequence is CASSIDGAGNQPQHF. Result: 0 (the TCR does not bind to the epitope). (6) The epitope is FLKEKGGL. The TCR CDR3 sequence is CASSLATGGETQYF. Result: 0 (the TCR does not bind to the epitope). (7) The epitope is AYAQKIFKI. The TCR CDR3 sequence is CASTTRDRGLPHSINNEQFF. Result: 0 (the TCR does not bind to the epitope). (8) The epitope is PROT_97E67BCC. The TCR CDR3 sequence is CASSPAGPTNYGYTF. Result: 0 (the TCR does not bind to the epitope).